Dataset: Catalyst prediction with 721,799 reactions and 888 catalyst types from USPTO. Task: Predict which catalyst facilitates the given reaction. (1) Reactant: Cl[C:2]1[C:7]([C:8]([O:10][CH3:11])=[O:9])=[CH:6][CH:5]=[C:4]([O:12][CH3:13])[N:3]=1.[CH3:14][CH:15]([N:17]1[C:21](B2OC(C)(C)C(C)(C)O2)=[CH:20][CH:19]=[N:18]1)[CH3:16].C1(C)C=CC=CC=1.C(=O)([O-])[O-].[Na+].[Na+]. Product: [CH3:13][O:12][C:4]1[N:3]=[C:2]([C:21]2[N:17]([CH:15]([CH3:16])[CH3:14])[N:18]=[CH:19][CH:20]=2)[C:7]([C:8]([O:10][CH3:11])=[O:9])=[CH:6][CH:5]=1. The catalyst class is: 8. (2) Reactant: [Cl:1][C:2]1[C:3]([CH3:27])=[C:4]([CH2:8][N:9]2[C:14]3[N:15]=[C:16]([N:18]4[CH2:23][CH2:22][O:21][CH2:20][CH2:19]4)[S:17][C:13]=3[C:12](=[O:24])[N:11]=[C:10]2SC)[CH:5]=[CH:6][CH:7]=1.C1C=C(Cl)C=C(C(OO)=[O:36])C=1. Product: [Cl:1][C:2]1[C:3]([CH3:27])=[C:4]([CH2:8][N:9]2[C:14]3[N:15]=[C:16]([N:18]4[CH2:23][CH2:22][O:21][CH2:20][CH2:19]4)[S:17][C:13]=3[C:12](=[O:24])[NH:11][C:10]2=[O:36])[CH:5]=[CH:6][CH:7]=1. The catalyst class is: 4.